Task: Predict which catalyst facilitates the given reaction.. Dataset: Catalyst prediction with 721,799 reactions and 888 catalyst types from USPTO (1) Reactant: [CH2:1]([O:3][C:4]1[C:12]([CH:13]([CH3:15])[CH3:14])=[CH:11][CH:10]=[CH:9][C:5]=1[CH2:6]CN)[CH3:2].[CH:16]([N:19](C(C)C)CC)(C)C.Cl.[O:26]=[C:27]1[NH:36][C:35]2[N:34]=[CH:33][C:32](/[CH:37]=[CH:38]/[C:39]([OH:41])=O)=[CH:31][C:30]=2[CH2:29][CH2:28]1.O.ON1C2C=CC=CC=2N=N1.Cl.CN(C)CCCN=C=NCC. Product: [CH2:1]([O:3][C:4]1[C:12]([CH:13]([CH3:14])[CH3:15])=[CH:11][CH:10]=[CH:9][C:5]=1[CH2:6][N:19]([CH3:16])[C:39](=[O:41])/[CH:38]=[CH:37]/[C:32]1[CH:33]=[N:34][C:35]2[NH:36][C:27](=[O:26])[CH2:28][CH2:29][C:30]=2[CH:31]=1)[CH3:2]. The catalyst class is: 18. (2) Reactant: [Br:1][C:2]1[CH:7]=[CH:6][C:5]([CH:8]=[CH2:9])=[CH:4][CH:3]=1.[BH4-].[Na+].[O:12]1[CH2:17][CH2:16][CH:15]([OH:18])[CH2:14]C1. Product: [Br:1][C:2]1[CH:7]=[CH:6][C:5]([CH:8]([O:18][CH:15]2[CH2:16][CH2:17][O:12][CH2:14]2)[CH3:9])=[CH:4][CH:3]=1. The catalyst class is: 74. (3) Reactant: [CH2:1]([N:3]([CH:26]1[CH2:31][CH2:30][O:29][CH2:28][CH2:27]1)[C:4]1[S:8][C:7]([C:9]2[CH2:10][N:11]([C:14]([O:16][C:17]([CH3:20])([CH3:19])[CH3:18])=[O:15])[CH2:12][CH:13]=2)=[C:6]([C:21]([O:23][CH3:24])=[O:22])[C:5]=1[CH3:25])[CH3:2]. Product: [CH2:1]([N:3]([CH:26]1[CH2:27][CH2:28][O:29][CH2:30][CH2:31]1)[C:4]1[S:8][C:7]([CH:9]2[CH2:13][CH2:12][N:11]([C:14]([O:16][C:17]([CH3:20])([CH3:18])[CH3:19])=[O:15])[CH2:10]2)=[C:6]([C:21]([O:23][CH3:24])=[O:22])[C:5]=1[CH3:25])[CH3:2]. The catalyst class is: 105. (4) Reactant: [CH:1]1([NH:6][S:7]([C:10]2[CH:15]=[CH:14][CH:13]=[CH:12][C:11]=2[N+:16]([O-])=O)(=[O:9])=[O:8])[CH2:5][CH2:4][CH2:3][CH2:2]1. Product: [NH2:16][C:11]1[CH:12]=[CH:13][CH:14]=[CH:15][C:10]=1[S:7]([NH:6][CH:1]1[CH2:5][CH2:4][CH2:3][CH2:2]1)(=[O:9])=[O:8]. The catalyst class is: 19. (5) The catalyst class is: 644. Reactant: [CH3:1][O:2][C:3](=[O:38])[CH2:4][NH:5][C:6](=[O:37])[C:7]1[CH:12]=[C:11]([Cl:13])[C:10]([O:14][C:15]2[CH:20]=[CH:19][N:18]=[CH:17][C:16]=2[C:21]([N:23]2[C:32]3[C:27](=[CH:28][CH:29]=[CH:30][CH:31]=3)[N:26]([CH:33]3[CH2:35][CH2:34]3)[CH2:25][CH2:24]2)=[O:22])=[CH:9][C:8]=1[Cl:36].Cl.[CH3:40]OC(=O)CNC. Product: [CH3:1][O:2][C:3](=[O:38])[CH2:4][N:5]([C:6](=[O:37])[C:7]1[CH:12]=[C:11]([Cl:13])[C:10]([O:14][C:15]2[CH:20]=[CH:19][N:18]=[CH:17][C:16]=2[C:21]([N:23]2[C:32]3[C:27](=[CH:28][CH:29]=[CH:30][CH:31]=3)[N:26]([CH:33]3[CH2:34][CH2:35]3)[CH2:25][CH2:24]2)=[O:22])=[CH:9][C:8]=1[Cl:36])[CH3:40]. (6) Reactant: Cl[CH2:2][C:3]1[N:7]([C:8]2[CH:13]=[CH:12][CH:11]=[C:10]([C:14]([F:17])([F:16])[F:15])[CH:9]=2)[N:6]=[N:5][N:4]=1.[CH3:18][C:19]1([CH3:32])[CH2:24][NH:23][CH2:22][CH2:21][N:20]1[C:25]([O:27][C:28]([CH3:31])([CH3:30])[CH3:29])=[O:26].C(N(CC)CC)C. Product: [CH3:18][C:19]1([CH3:32])[CH2:24][N:23]([CH2:2][C:3]2[N:7]([C:8]3[CH:13]=[CH:12][CH:11]=[C:10]([C:14]([F:17])([F:16])[F:15])[CH:9]=3)[N:6]=[N:5][N:4]=2)[CH2:22][CH2:21][N:20]1[C:25]([O:27][C:28]([CH3:31])([CH3:30])[CH3:29])=[O:26]. The catalyst class is: 10. (7) The catalyst class is: 2. Reactant: FC(F)(F)[S:3]([O-])(=O)=O.[Yb+3].FC(F)(F)S([O-])(=O)=O.FC(F)(F)S([O-])(=O)=O.[C:26]1(S)[CH:31]=[CH:30][CH:29]=[CH:28][CH:27]=1.[O:33]1[C@H:42]([CH3:43])[C@H:34]1[C:35]([O:37][CH2:38][CH2:39][CH2:40][CH3:41])=O.O. Product: [OH:33][C@@H:34]([C@H:42]([C:26]1[CH:31]=[CH:30][CH:29]=[CH:28][CH:27]=1)[CH3:43])[C:35]([O:37][CH2:38][CH2:39][CH2:40][CH3:41])=[S:3].